From a dataset of Catalyst prediction with 721,799 reactions and 888 catalyst types from USPTO. Predict which catalyst facilitates the given reaction. Reactant: [NH2:1][C:2]1[CH:7]=[CH:6][CH:5]=[CH:4][C:3]=1[NH:8][C:9]1[C:22]([O:23][CH2:24][C:25]2[CH:30]=[CH:29][CH:28]=[CH:27][CH:26]=2)=[CH:21][C:20]2[C@:19]34[CH2:31][CH2:32][N:33]([C:34]([O:36][CH2:37][C:38]5[CH:43]=[CH:42][CH:41]=[CH:40][CH:39]=5)=[O:35])[C@@H:13]([C@@H:14]3[CH2:15][CH2:16][CH2:17][CH2:18]4)[CH2:12][C:11]=2[C:10]=1[CH3:44].[CH3:45][S:46](Cl)(=[O:48])=[O:47].O. Product: [CH2:24]([O:23][C:22]1[C:9]([NH:8][C:3]2[CH:4]=[CH:5][CH:6]=[CH:7][C:2]=2[NH:1][S:46]([CH3:45])(=[O:48])=[O:47])=[C:10]([CH3:44])[C:11]2[CH2:12][C@H:13]3[N:33]([C:34]([O:36][CH2:37][C:38]4[CH:39]=[CH:40][CH:41]=[CH:42][CH:43]=4)=[O:35])[CH2:32][CH2:31][C@@:19]4([C:20]=2[CH:21]=1)[C@H:14]3[CH2:15][CH2:16][CH2:17][CH2:18]4)[C:25]1[CH:26]=[CH:27][CH:28]=[CH:29][CH:30]=1. The catalyst class is: 2.